From a dataset of NCI-60 drug combinations with 297,098 pairs across 59 cell lines. Regression. Given two drug SMILES strings and cell line genomic features, predict the synergy score measuring deviation from expected non-interaction effect. (1) Drug 1: C1CC(C1)(C(=O)O)C(=O)O.[NH2-].[NH2-].[Pt+2]. Drug 2: CC1CCCC2(C(O2)CC(NC(=O)CC(C(C(=O)C(C1O)C)(C)C)O)C(=CC3=CSC(=N3)C)C)C. Cell line: SF-268. Synergy scores: CSS=27.0, Synergy_ZIP=-6.59, Synergy_Bliss=-5.76, Synergy_Loewe=-19.6, Synergy_HSA=-2.74. (2) Drug 2: C1=NC2=C(N1)C(=S)N=CN2. Synergy scores: CSS=-5.80, Synergy_ZIP=54.6, Synergy_Bliss=68.8, Synergy_Loewe=-11.5, Synergy_HSA=-1.36. Drug 1: CC1=C(C(=CC=C1)Cl)NC(=O)C2=CN=C(S2)NC3=CC(=NC(=N3)C)N4CCN(CC4)CCO. Cell line: HL-60(TB). (3) Drug 1: COC1=CC(=CC(=C1O)OC)C2C3C(COC3=O)C(C4=CC5=C(C=C24)OCO5)OC6C(C(C7C(O6)COC(O7)C8=CC=CS8)O)O. Drug 2: COC1=NC(=NC2=C1N=CN2C3C(C(C(O3)CO)O)O)N. Cell line: UACC62. Synergy scores: CSS=19.3, Synergy_ZIP=-6.92, Synergy_Bliss=1.93, Synergy_Loewe=-23.8, Synergy_HSA=0.506.